This data is from NCI-60 drug combinations with 297,098 pairs across 59 cell lines. The task is: Regression. Given two drug SMILES strings and cell line genomic features, predict the synergy score measuring deviation from expected non-interaction effect. Drug 1: CN(CC1=CN=C2C(=N1)C(=NC(=N2)N)N)C3=CC=C(C=C3)C(=O)NC(CCC(=O)O)C(=O)O. Drug 2: CCN(CC)CCCC(C)NC1=C2C=C(C=CC2=NC3=C1C=CC(=C3)Cl)OC. Cell line: U251. Synergy scores: CSS=64.9, Synergy_ZIP=0.456, Synergy_Bliss=0.951, Synergy_Loewe=-15.9, Synergy_HSA=2.82.